Dataset: Forward reaction prediction with 1.9M reactions from USPTO patents (1976-2016). Task: Predict the product of the given reaction. The product is: [CH:1]1([CH2:7][N:8]2[C:16]3[C:11](=[CH:12][CH:13]=[CH:14][C:15]=3[O:17][CH3:18])[C:10]([C:19]3[S:20][C:21]([CH2:25][N:41]([CH2:42][CH3:43])[CH2:39][CH3:40])=[C:22]([CH3:24])[N:23]=3)=[CH:9]2)[CH2:2][CH2:3][CH2:4][CH2:5][CH2:6]1. Given the reactants [CH:1]1([CH2:7][N:8]2[C:16]3[C:11](=[CH:12][CH:13]=[CH:14][C:15]=3[O:17][CH3:18])[C:10]([C:19]3[S:20][C:21]([CH2:25]OS(C)(=O)=O)=[C:22]([CH3:24])[N:23]=3)=[CH:9]2)[CH2:6][CH2:5][CH2:4][CH2:3][CH2:2]1.C(=O)([O-])[O-].[K+].[K+].[I-].[Na+].[CH2:39]([NH:41][CH2:42][CH3:43])[CH3:40], predict the reaction product.